This data is from Reaction yield outcomes from USPTO patents with 853,638 reactions. The task is: Predict the reaction yield, written as a fraction of the theoretical maximum amount of product (1.0 means a 100% yield; for example, 0.34 means a 34% yield). (1) The reactants are CS(C)=O.C(Cl)(=O)C(Cl)=O.[OH:11][CH:12]([C@H:22]1[CH2:27][CH2:26][C@H:25]([C@H:28]2[CH2:33][CH2:32][C@H:31]([CH2:34][CH2:35][CH2:36][CH2:37][CH3:38])[CH2:30][CH2:29]2)[CH2:24][CH2:23]1)[CH2:13][C:14]1[CH:19]=[CH:18][C:17]([F:20])=[C:16]([F:21])[CH:15]=1.C(N(CC)CC)C. The catalyst is C(Cl)Cl.O. The product is [O:11]=[C:12]([C@H:22]1[CH2:27][CH2:26][C@H:25]([C@H:28]2[CH2:33][CH2:32][C@H:31]([CH2:34][CH2:35][CH2:36][CH2:37][CH3:38])[CH2:30][CH2:29]2)[CH2:24][CH2:23]1)[CH2:13][C:14]1[CH:19]=[CH:18][C:17]([F:20])=[C:16]([F:21])[CH:15]=1. The yield is 0.820. (2) The reactants are Cl[C:2]1[C:3]2[CH2:10][C:9](=[O:11])[NH:8][C:4]=2[N:5]=[CH:6][N:7]=1.[N:12]1([CH2:18][CH2:19][NH:20][C:21]([C:23]2[NH:24][C:25]([CH:28]=O)=[CH:26][CH:27]=2)=[O:22])[CH2:17][CH2:16][O:15][CH2:14][CH2:13]1.[NH:30]1[CH2:35][CH2:34][CH2:33][CH2:32][CH2:31]1. The catalyst is C(O)C. The product is [N:12]1([CH2:18][CH2:19][NH:20][C:21]([C:23]2[NH:24][C:25]([CH:28]=[C:10]3[C:3]4[C:2]([N:30]5[CH2:35][CH2:34][CH2:33][CH2:32][CH2:31]5)=[N:7][CH:6]=[N:5][C:4]=4[NH:8][C:9]3=[O:11])=[CH:26][CH:27]=2)=[O:22])[CH2:13][CH2:14][O:15][CH2:16][CH2:17]1. The yield is 0.506.